Dataset: NCI-60 drug combinations with 297,098 pairs across 59 cell lines. Task: Regression. Given two drug SMILES strings and cell line genomic features, predict the synergy score measuring deviation from expected non-interaction effect. (1) Drug 1: CC12CCC3C(C1CCC2=O)CC(=C)C4=CC(=O)C=CC34C. Drug 2: COC1=NC(=NC2=C1N=CN2C3C(C(C(O3)CO)O)O)N. Cell line: NCI-H322M. Synergy scores: CSS=25.6, Synergy_ZIP=6.37, Synergy_Bliss=7.51, Synergy_Loewe=-2.38, Synergy_HSA=6.53. (2) Drug 1: CCCS(=O)(=O)NC1=C(C(=C(C=C1)F)C(=O)C2=CNC3=C2C=C(C=N3)C4=CC=C(C=C4)Cl)F. Drug 2: CC(CN1CC(=O)NC(=O)C1)N2CC(=O)NC(=O)C2. Cell line: UACC-257. Synergy scores: CSS=59.1, Synergy_ZIP=9.48, Synergy_Bliss=9.82, Synergy_Loewe=-10.4, Synergy_HSA=10.4. (3) Drug 1: C1=CC=C(C(=C1)C(C2=CC=C(C=C2)Cl)C(Cl)Cl)Cl. Drug 2: CN(CC1=CN=C2C(=N1)C(=NC(=N2)N)N)C3=CC=C(C=C3)C(=O)NC(CCC(=O)O)C(=O)O. Cell line: CCRF-CEM. Synergy scores: CSS=42.8, Synergy_ZIP=4.30, Synergy_Bliss=3.58, Synergy_Loewe=-35.5, Synergy_HSA=-2.07.